This data is from Forward reaction prediction with 1.9M reactions from USPTO patents (1976-2016). The task is: Predict the product of the given reaction. Given the reactants C(P1(=O)OP(CCC)(=O)OP(CCC)(=O)O1)CC.[O:19]=[C:20]1[NH:25][C:24]2[CH:26]=[C:27]([C:30]([OH:32])=O)[CH:28]=[CH:29][C:23]=2[O:22][CH2:21]1.[CH2:33]([O:35][C:36](=[O:48])[CH2:37][CH:38]1[NH:43][C:42]2[CH:44]=[CH:45][CH:46]=[CH:47][C:41]=2[O:40][CH2:39]1)[CH3:34], predict the reaction product. The product is: [O:19]=[C:20]1[NH:25][C:24]2[CH:26]=[C:27]([C:30]([N:43]3[C:42]4[CH:44]=[CH:45][CH:46]=[CH:47][C:41]=4[O:40][CH2:39][CH:38]3[CH2:37][C:36]([O:35][CH2:33][CH3:34])=[O:48])=[O:32])[CH:28]=[CH:29][C:23]=2[O:22][CH2:21]1.